Regression/Classification. Given a drug SMILES string, predict its absorption, distribution, metabolism, or excretion properties. Task type varies by dataset: regression for continuous measurements (e.g., permeability, clearance, half-life) or binary classification for categorical outcomes (e.g., BBB penetration, CYP inhibition). Dataset: cyp1a2_veith. From a dataset of CYP1A2 inhibition data for predicting drug metabolism from PubChem BioAssay. (1) The molecule is Cc1ccc(/C=C2\Sc3ccccc3C2=O)s1. The result is 1 (inhibitor). (2) The result is 1 (inhibitor). The molecule is CN(C)C(=O)c1ccc(-c2nc(Nc3ccccc3)c3ccccc3n2)cc1. (3) The molecule is CCCCCCCC(=O)NNC(=O)CCC(=O)O. The result is 0 (non-inhibitor). (4) The molecule is O=S(=O)(c1ccccc1)N1CCC2(CCN(Cc3ccccc3)CC2)CC1. The result is 0 (non-inhibitor). (5) The drug is Cc1ccc(-n2nnnc2SCC(=O)NNC(=O)c2ccco2)c(C)c1. The result is 0 (non-inhibitor). (6) The result is 1 (inhibitor). The molecule is c1ccc2c(N3CCNCC3)nc(-c3ccc4c(c3)OCO4)nc2c1. (7) The molecule is COCCn1c(=O)cnc2cnc(N3CCN(C)CC3)nc21. The result is 1 (inhibitor). (8) The drug is COc1ccc(O[C@H]2C=C[C@@H](c3ccccc3)O[C@H]2CO/N=C\C[C@@H]2C=C[C@H](OC(C)=O)[C@H](COC(C)=O)O2)cc1. The result is 0 (non-inhibitor). (9) The molecule is COC(=O)[C@@]1(Cc2ccc(OC)cc2)[C@H]2c3cc(C(=O)N4CCCC4)n(CCc4ccccn4)c3C[C@H]2CN1C(=O)c1ccccc1. The result is 0 (non-inhibitor). (10) The compound is COCCn1c(=O)c(-c2ccccc2)nc2cnc(N3CCNCC3)nc21. The result is 1 (inhibitor).